Dataset: Full USPTO retrosynthesis dataset with 1.9M reactions from patents (1976-2016). Task: Predict the reactants needed to synthesize the given product. The reactants are: [CH:1]([O:14][CH2:15][CH2:16][C@H:17]1[CH2:22][CH2:21][N:20]([CH2:23][C@@H:24]([C:26]2[CH:31]=[CH:30][C:29](F)=[CH:28][CH:27]=2)[OH:25])[CH2:19][C@@H:18]1[OH:33])([C:8]1[CH:13]=[CH:12][CH:11]=[CH:10][CH:9]=1)[C:2]1[CH:7]=[CH:6][CH:5]=[CH:4][CH:3]=1.C(O[C@H](C1C=CC(F)=CC=1)CN1CC[C@H](CCOC(C2C=CC=CC=2)C2C=CC=CC=2)[C@@H](O)C1)(=O)C.C(O[C@H](C1C=CC(F)=CC=1)CN1CCC(CCOC(C2C=CC=CC=2)C2C=CC=CC=2)C(O)C1)(=O)C.C([O-])([O-])=O.[K+].[K+]. Given the product [CH:1]([O:14][CH2:15][CH2:16][C@H:17]1[CH2:22][CH2:21][N:20]([CH2:23][C@H:24]([OH:25])[C:26]2[CH:31]=[CH:30][CH:29]=[CH:28][CH:27]=2)[CH2:19][C@@H:18]1[OH:33])([C:2]1[CH:3]=[CH:4][CH:5]=[CH:6][CH:7]=1)[C:8]1[CH:13]=[CH:12][CH:11]=[CH:10][CH:9]=1, predict the reactants needed to synthesize it.